The task is: Regression. Given two drug SMILES strings and cell line genomic features, predict the synergy score measuring deviation from expected non-interaction effect.. This data is from NCI-60 drug combinations with 297,098 pairs across 59 cell lines. (1) Drug 1: C1=NC(=NC(=O)N1C2C(C(C(O2)CO)O)O)N. Drug 2: C1CCC(C(C1)N)N.C(=O)(C(=O)[O-])[O-].[Pt+4]. Cell line: K-562. Synergy scores: CSS=58.1, Synergy_ZIP=-3.11, Synergy_Bliss=-3.55, Synergy_Loewe=-4.14, Synergy_HSA=2.47. (2) Drug 1: CN(CC1=CN=C2C(=N1)C(=NC(=N2)N)N)C3=CC=C(C=C3)C(=O)NC(CCC(=O)O)C(=O)O. Drug 2: CS(=O)(=O)OCCCCOS(=O)(=O)C. Cell line: SNB-75. Synergy scores: CSS=4.31, Synergy_ZIP=-1.06, Synergy_Bliss=-0.0264, Synergy_Loewe=-16.2, Synergy_HSA=-1.72. (3) Drug 1: C1C(C(OC1N2C=C(C(=O)NC2=O)F)CO)O. Drug 2: N.N.Cl[Pt+2]Cl. Cell line: NCI-H226. Synergy scores: CSS=3.10, Synergy_ZIP=0.318, Synergy_Bliss=-2.91, Synergy_Loewe=-8.83, Synergy_HSA=-9.06. (4) Drug 1: CN(CC1=CN=C2C(=N1)C(=NC(=N2)N)N)C3=CC=C(C=C3)C(=O)NC(CCC(=O)O)C(=O)O. Cell line: IGROV1. Synergy scores: CSS=36.0, Synergy_ZIP=1.43, Synergy_Bliss=-1.75, Synergy_Loewe=-41.2, Synergy_HSA=-8.36. Drug 2: CC1=C(C=C(C=C1)NC(=O)C2=CC=C(C=C2)CN3CCN(CC3)C)NC4=NC=CC(=N4)C5=CN=CC=C5. (5) Drug 1: CNC(=O)C1=NC=CC(=C1)OC2=CC=C(C=C2)NC(=O)NC3=CC(=C(C=C3)Cl)C(F)(F)F. Drug 2: CN(CC1=CN=C2C(=N1)C(=NC(=N2)N)N)C3=CC=C(C=C3)C(=O)NC(CCC(=O)O)C(=O)O. Cell line: OVCAR3. Synergy scores: CSS=18.5, Synergy_ZIP=2.65, Synergy_Bliss=3.95, Synergy_Loewe=-50.8, Synergy_HSA=-1.23. (6) Drug 1: C1=CN(C=N1)CC(O)(P(=O)(O)O)P(=O)(O)O. Drug 2: CC1C(C(CC(O1)OC2CC(OC(C2O)C)OC3=CC4=CC5=C(C(=O)C(C(C5)C(C(=O)C(C(C)O)O)OC)OC6CC(C(C(O6)C)O)OC7CC(C(C(O7)C)O)OC8CC(C(C(O8)C)O)(C)O)C(=C4C(=C3C)O)O)O)O. Cell line: HL-60(TB). Synergy scores: CSS=37.6, Synergy_ZIP=5.81, Synergy_Bliss=13.1, Synergy_Loewe=-5.26, Synergy_HSA=5.18. (7) Drug 1: CC1=C(C=C(C=C1)NC(=O)C2=CC=C(C=C2)CN3CCN(CC3)C)NC4=NC=CC(=N4)C5=CN=CC=C5. Drug 2: CC1CCC2CC(C(=CC=CC=CC(CC(C(=O)C(C(C(=CC(C(=O)CC(OC(=O)C3CCCCN3C(=O)C(=O)C1(O2)O)C(C)CC4CCC(C(C4)OC)OCCO)C)C)O)OC)C)C)C)OC. Cell line: NCI-H522. Synergy scores: CSS=-1.11, Synergy_ZIP=-1.23, Synergy_Bliss=-3.37, Synergy_Loewe=-6.68, Synergy_HSA=-4.20.